This data is from Reaction yield outcomes from USPTO patents with 853,638 reactions. The task is: Predict the reaction yield, written as a fraction of the theoretical maximum amount of product (1.0 means a 100% yield; for example, 0.34 means a 34% yield). (1) The reactants are F[C:2](F)(C1C=CC(F)=CC=1)C1N=C(NC2C=C(C)NN=2)C2C(=CC(F)=CC=2)N=1.[Cl:29][C:30]1[C:39]2[C:34](=[CH:35][C:36](F)=[CH:37][CH:38]=2)[N:33]=[C:32]([C:41]([F:50])([F:49])[C:42]2[CH:47]=[CH:46][C:45]([F:48])=[CH:44][CH:43]=2)[N:31]=1. No catalyst specified. The product is [Cl:29][C:30]1[C:39]2[C:34](=[CH:35][C:36]([CH3:2])=[CH:37][CH:38]=2)[N:33]=[C:32]([C:41]([F:49])([F:50])[C:42]2[CH:43]=[CH:44][C:45]([F:48])=[CH:46][CH:47]=2)[N:31]=1. The yield is 0.130. (2) The catalyst is O.CO. The product is [CH3:20][N:7]1[C:8]2[C:13](=[CH:12][C:11]([C:15]([OH:17])=[O:16])=[CH:10][CH:9]=2)[CH:14]=[C:6]1[C:4]([OH:5])=[O:3]. The reactants are C([O:3][C:4]([C:6]1[N:7]([CH3:20])[C:8]2[C:13]([CH:14]=1)=[CH:12][C:11]([C:15]([O:17]CC)=[O:16])=[CH:10][CH:9]=2)=[O:5])C.[OH-].[Na+]. The yield is 0.890.